This data is from Full USPTO retrosynthesis dataset with 1.9M reactions from patents (1976-2016). The task is: Predict the reactants needed to synthesize the given product. (1) Given the product [Cl:1][C:2]1[CH:7]=[CH:6][CH:5]=[C:4]([Cl:8])[C:3]=1[N:9]1[CH:20]=[C:19]([CH:21]=[O:22])[C:12]2[N:13]=[C:14]([NH:46][C:45]3[CH:44]=[CH:43][C:42]([N:39]4[CH2:38][CH2:37][N:36]([CH3:35])[CH2:41][CH2:40]4)=[CH:48][CH:47]=3)[N:15]=[CH:16][C:11]=2[C:10]1=[O:23], predict the reactants needed to synthesize it. The reactants are: [Cl:1][C:2]1[CH:7]=[CH:6][CH:5]=[C:4]([Cl:8])[C:3]=1[N:9]1[CH:20]=[C:19]([CH:21]=[O:22])[C:12]2[N:13]=[C:14](SC)[N:15]=[CH:16][C:11]=2[C:10]1=[O:23].ClC1C=C(C=CC=1)C(OO)=O.[CH3:35][N:36]1[CH2:41][CH2:40][N:39]([C:42]2[CH:48]=[CH:47][C:45]([NH2:46])=[CH:44][CH:43]=2)[CH2:38][CH2:37]1. (2) Given the product [C:1]1([C:7]2[C:16]3[C:11](=[CH:12][CH:13]=[CH:14][CH:15]=3)[C:10]([NH:17][C:18]3[CH:19]=[CH:20][C:21]([O:22][C:23]4[C:28]([C:29]5[C:30]([C:34]([NH2:35])=[O:39])=[N:31][NH:32][CH:33]=5)=[CH:27][CH:26]=[CH:25][N:24]=4)=[CH:36][CH:37]=3)=[N:9][N:8]=2)[CH:2]=[CH:3][CH:4]=[CH:5][CH:6]=1, predict the reactants needed to synthesize it. The reactants are: [C:1]1([C:7]2[C:16]3[C:11](=[CH:12][CH:13]=[CH:14][CH:15]=3)[C:10]([NH:17][C:18]3[CH:37]=[CH:36][C:21]([O:22][C:23]4[C:28]([C:29]5[C:30]([C:34]#[N:35])=[N:31][NH:32][CH:33]=5)=[CH:27][CH:26]=[CH:25][N:24]=4)=[CH:20][CH:19]=3)=[N:9][N:8]=2)[CH:6]=[CH:5][CH:4]=[CH:3][CH:2]=1.C(=O)([O-])[O-:39].[K+].[K+].OO. (3) Given the product [F:31][CH:8]([F:7])[CH2:9][O:10][C:11]1[CH:12]=[CH:13][C:14]([N:17]2[C:22](=[O:23])[C:21]3[CH2:24][C:25](=[O:27])[NH:26][C:20]=3[N:19]=[C:18]2[S:28]([CH2:29][CH3:30])=[O:1])=[CH:15][CH:16]=1, predict the reactants needed to synthesize it. The reactants are: [OH:1]OS([O-])=O.[K+].[F:7][CH:8]([F:31])[CH2:9][O:10][C:11]1[CH:16]=[CH:15][C:14]([N:17]2[C:22](=[O:23])[C:21]3[CH2:24][C:25](=[O:27])[NH:26][C:20]=3[N:19]=[C:18]2[S:28][CH2:29][CH3:30])=[CH:13][CH:12]=1.CO. (4) Given the product [Br:18][C:15]1[C:14]([C:2]2[S:1][CH:5]=[CH:4][CH:3]=2)=[N:13][C:12]([Cl:11])=[N:17][CH:16]=1, predict the reactants needed to synthesize it. The reactants are: [S:1]1[CH:5]=[CH:4][CH:3]=[CH:2]1.C([Li])CCC.[Cl:11][C:12]1[N:17]=[CH:16][C:15]([Br:18])=[CH:14][N:13]=1.C(C1C(=O)C(Cl)=C(Cl)C(=O)C=1C#N)#N.O=C1O[C@H]([C@H](CO)O)C([O-])=C1O.[Na+].C(=O)([O-])[O-].[K+].[K+]. (5) Given the product [CH2:10]([O:17][C:18]([N:1]1[CH2:9][CH2:8][CH:4]([C:5]([OH:7])=[O:6])[CH2:3][CH2:2]1)=[O:19])[C:11]1[CH:16]=[CH:15][CH:14]=[CH:13][CH:12]=1, predict the reactants needed to synthesize it. The reactants are: [NH:1]1[CH2:9][CH2:8][CH:4]([C:5]([OH:7])=[O:6])[CH2:3][CH2:2]1.[CH2:10]([O:17][C:18](Cl)=[O:19])[C:11]1[CH:16]=[CH:15][CH:14]=[CH:13][CH:12]=1. (6) Given the product [C:26]([C:25]1[C:20]([O:19][C:16]2[CH:15]=[CH:14][C:13]([C:11]([C:3]3[N:2]([CH3:1])[C:6]4[CH:7]=[CH:8][CH:9]=[CH:10][C:5]=4[N:4]=3)=[O:12])=[CH:18][CH:17]=2)=[N:21][CH:22]=[CH:23][CH:24]=1)#[CH:27], predict the reactants needed to synthesize it. The reactants are: [CH3:1][N:2]1[C:6]2[CH:7]=[CH:8][CH:9]=[CH:10][C:5]=2[N:4]=[C:3]1[C:11]([C:13]1[CH:18]=[CH:17][C:16]([O:19][C:20]2[C:25]([C:26]#[C:27][Si](C)(C)C)=[CH:24][CH:23]=[CH:22][N:21]=2)=[CH:15][CH:14]=1)=[O:12].C(=O)([O-])[O-].[K+].[K+]. (7) Given the product [O:24]1[CH2:25][CH2:26][NH:27][C:28]2[N:29]=[C:20]([CH2:19][CH2:18][O:17][C:14]3[CH:15]=[CH:16][C:11]([CH2:10][C@@H:9]([C:37]([O:39][CH3:40])=[O:38])[NH2:8])=[CH:12][CH:13]=3)[CH:21]=[CH:22][C:23]1=2, predict the reactants needed to synthesize it. The reactants are: C(OC([NH:8][C@H:9]([C:37]([O:39][CH3:40])=[O:38])[CH2:10][C:11]1[CH:16]=[CH:15][C:14]([O:17][CH2:18][CH2:19][C:20]2[CH:21]=[CH:22][C:23]3[O:24][CH2:25][CH2:26][N:27](C(OC(C)(C)C)=O)[C:28]=3[N:29]=2)=[CH:13][CH:12]=1)=O)(C)(C)C. (8) Given the product [Br:1][C:2]1[CH:3]=[C:4]2[C:12]([C:11]3[CH:10]=[CH:9][C:8]([C:17]([C:18]4[CH:26]=[CH:25][CH:24]=[CH:23][C:19]=4[C:20]([OH:22])=[O:21])=[O:27])=[CH:7][C:6]=3[C:5]2([CH3:16])[CH3:15])=[CH:13][CH:14]=1, predict the reactants needed to synthesize it. The reactants are: [Br:1][C:2]1[CH:14]=[CH:13][C:12]2[C:11]3[C:6](=[CH:7][CH:8]=[CH:9][CH:10]=3)[C:5]([CH3:16])([CH3:15])[C:4]=2[CH:3]=1.[C:17]1(=[O:27])[O:22][C:20](=[O:21])[C:19]2=[CH:23][CH:24]=[CH:25][CH:26]=[C:18]12.[Cl-].[Al+3].[Cl-].[Cl-]. (9) Given the product [C:36]([O:35][C:34]([NH:33][CH2:32][CH2:31][O:23][C:20]1[CH:19]=[CH:18][C:17]([CH2:16][CH:10]([O:9][C:8]2[CH:24]=[CH:25][C:5]([C:1]([CH3:2])([CH3:3])[CH3:4])=[CH:6][CH:7]=2)[C:11]([O:13][CH2:14][CH3:15])=[O:12])=[CH:22][CH:21]=1)=[O:40])([CH3:39])([CH3:38])[CH3:37], predict the reactants needed to synthesize it. The reactants are: [C:1]([C:5]1[CH:25]=[CH:24][C:8]([O:9][CH:10]([CH2:16][C:17]2[CH:22]=[CH:21][C:20]([OH:23])=[CH:19][CH:18]=2)[C:11]([O:13][CH2:14][CH3:15])=[O:12])=[CH:7][CH:6]=1)([CH3:4])([CH3:3])[CH3:2].CS(O[CH2:31][CH2:32][NH:33][C:34](=[O:40])[O:35][C:36]([CH3:39])([CH3:38])[CH3:37])(=O)=O.C(=O)([O-])[O-].[K+].[K+]. (10) Given the product [O:27]1[CH2:26][CH2:25][O:24][CH:23]1[C:20]1[CH:19]=[CH:18][C:17]([C:11]2[C:10]([C:28]3[CH:33]=[CH:32][CH:31]=[CH:30][CH:29]=3)=[CH:9][C:8]3[C:13](=[CH:14][CH:15]=[N:16][C:7]=3[O:2][CH3:1])[N:12]=2)=[CH:22][CH:21]=1, predict the reactants needed to synthesize it. The reactants are: [CH3:1][OH:2].C[O-].[Na+].Cl[C:7]1[N:16]=[CH:15][CH:14]=[C:13]2[C:8]=1[CH:9]=[C:10]([C:28]1[CH:33]=[CH:32][CH:31]=[CH:30][CH:29]=1)[C:11]([C:17]1[CH:22]=[CH:21][C:20]([CH:23]3[O:27][CH2:26][CH2:25][O:24]3)=[CH:19][CH:18]=1)=[N:12]2.